Regression. Given two drug SMILES strings and cell line genomic features, predict the synergy score measuring deviation from expected non-interaction effect. From a dataset of NCI-60 drug combinations with 297,098 pairs across 59 cell lines. (1) Drug 1: C1C(C(OC1N2C=NC(=NC2=O)N)CO)O. Drug 2: CC12CCC3C(C1CCC2OP(=O)(O)O)CCC4=C3C=CC(=C4)OC(=O)N(CCCl)CCCl.[Na+]. Cell line: NCI-H522. Synergy scores: CSS=8.85, Synergy_ZIP=-1.66, Synergy_Bliss=2.92, Synergy_Loewe=-12.1, Synergy_HSA=-1.56. (2) Drug 1: C1CN1P(=S)(N2CC2)N3CC3. Drug 2: CS(=O)(=O)OCCCCOS(=O)(=O)C. Cell line: BT-549. Synergy scores: CSS=8.97, Synergy_ZIP=-2.19, Synergy_Bliss=3.06, Synergy_Loewe=-1.49, Synergy_HSA=0.228. (3) Drug 1: CC1=C(C=C(C=C1)NC2=NC=CC(=N2)N(C)C3=CC4=NN(C(=C4C=C3)C)C)S(=O)(=O)N.Cl. Drug 2: COC1=NC(=NC2=C1N=CN2C3C(C(C(O3)CO)O)O)N. Cell line: EKVX. Synergy scores: CSS=-1.06, Synergy_ZIP=3.24, Synergy_Bliss=5.14, Synergy_Loewe=1.15, Synergy_HSA=0.180. (4) Drug 1: CC1CCC2CC(C(=CC=CC=CC(CC(C(=O)C(C(C(=CC(C(=O)CC(OC(=O)C3CCCCN3C(=O)C(=O)C1(O2)O)C(C)CC4CCC(C(C4)OC)O)C)C)O)OC)C)C)C)OC. Drug 2: CN(CC1=CN=C2C(=N1)C(=NC(=N2)N)N)C3=CC=C(C=C3)C(=O)NC(CCC(=O)O)C(=O)O. Cell line: SF-539. Synergy scores: CSS=37.8, Synergy_ZIP=-10.2, Synergy_Bliss=-1.05, Synergy_Loewe=-14.5, Synergy_HSA=0.399.